From a dataset of Forward reaction prediction with 1.9M reactions from USPTO patents (1976-2016). Predict the product of the given reaction. (1) Given the reactants [C:1]([C:4]1[CH:9]=[CH:8][C:7]([NH:10][CH2:11][C:12]2[N:16]([CH3:17])[C:15]3[CH:18]=[CH:19][C:20]([C@@:22]([NH:31][CH2:32][C:33]([OH:35])=[O:34])([C:24]([N:26]4[CH2:30][CH2:29][CH2:28][CH2:27]4)=[O:25])[CH3:23])=[CH:21][C:14]=3[N:13]=2)=[CH:6][CH:5]=1)(=[NH:3])[NH2:2].[ClH:36], predict the reaction product. The product is: [ClH:36].[C:1]([C:4]1[CH:5]=[CH:6][C:7]([NH:10][CH2:11][C:12]2[N:16]([CH3:17])[C:15]3[CH:18]=[CH:19][C:20]([C@@:22]([NH:31][CH2:32][C:33]([OH:35])=[O:34])([C:24]([N:26]4[CH2:30][CH2:29][CH2:28][CH2:27]4)=[O:25])[CH3:23])=[CH:21][C:14]=3[N:13]=2)=[CH:8][CH:9]=1)(=[NH:2])[NH2:3]. (2) Given the reactants C([O:8][N:9]=[C:10]1[C:18]2([CH2:23][CH2:22][CH2:21][CH2:20][CH2:19]2)[C:17]2[C:12](=[CH:13][CH:14]=[C:15](Br)[CH:16]=2)[NH:11]1)C1C=CC=CC=1.[C:25]([C:27]1[CH:28]=[C:29](B(O)O)[CH:30]=[CH:31][CH:32]=1)#[N:26], predict the reaction product. The product is: [C:25]([C:27]1[CH:28]=[C:29]([C:15]2[CH:16]=[C:17]3[C:12](=[CH:13][CH:14]=2)[NH:11][C:10](=[N:9][OH:8])[C:18]23[CH2:23][CH2:22][CH2:21][CH2:20][CH2:19]2)[CH:30]=[CH:31][CH:32]=1)#[N:26].